This data is from CYP1A2 inhibition data for predicting drug metabolism from PubChem BioAssay. The task is: Regression/Classification. Given a drug SMILES string, predict its absorption, distribution, metabolism, or excretion properties. Task type varies by dataset: regression for continuous measurements (e.g., permeability, clearance, half-life) or binary classification for categorical outcomes (e.g., BBB penetration, CYP inhibition). Dataset: cyp1a2_veith. (1) The molecule is Cn1cccc1C(=O)N1CCC[C@@]2(CCN(c3cccc(-c4ccccc4)c3)C2)C1. The result is 1 (inhibitor). (2) The compound is FC(F)(F)c1cc(-c2ccco2)nc(NCCc2ccccc2)n1. The result is 1 (inhibitor). (3) The drug is CN(C)c1ccc(/C=N/NC(=S)NCc2ccccc2)cc1. The result is 1 (inhibitor). (4) The compound is COC(=O)c1nn(C23CC4CC(CC(C4)C2)C3)c2c1C(=O)N(c1ccc(F)cc1)C2=O. The result is 0 (non-inhibitor). (5) The drug is Clc1ccccc1NN(Cc1ccccn1)c1ccccc1Cl. The result is 0 (non-inhibitor).